From a dataset of Full USPTO retrosynthesis dataset with 1.9M reactions from patents (1976-2016). Predict the reactants needed to synthesize the given product. (1) Given the product [C:25]([O:24][C:22]([NH:21][CH2:20][C:11]1[C:12]([C:13]2[CH:14]=[CH:15][C:16]([CH3:19])=[CH:17][CH:18]=2)=[C:7]([CH2:6][S:40][CH2:41][C:42]([OH:44])=[O:43])[C:8]([CH3:33])=[N:9][C:10]=1[CH2:29][CH:30]([CH3:31])[CH3:32])=[O:23])([CH3:27])([CH3:26])[CH3:28], predict the reactants needed to synthesize it. The reactants are: CS(O[CH2:6][C:7]1[C:8]([CH3:33])=[N:9][C:10]([CH2:29][CH:30]([CH3:32])[CH3:31])=[C:11]([CH2:20][NH:21][C:22]([O:24][C:25]([CH3:28])([CH3:27])[CH3:26])=[O:23])[C:12]=1[C:13]1[CH:18]=[CH:17][C:16]([CH3:19])=[CH:15][CH:14]=1)(=O)=O.C(=O)([O-])[O-].[K+].[K+].[SH:40][CH2:41][C:42]([O:44]CC)=[O:43].O. (2) Given the product [C:1]1([S:7]([N:10]2[C:14]3=[N:15][CH:16]=[C:17]([CH2:19][CH:20]([CH3:22])[CH3:21])[CH:18]=[C:13]3[C:12]([C:23]3[N:24]=[C:25]([CH:28]4[CH2:29][CH2:30][N:31]([CH3:34])[CH2:32][CH2:33]4)[S:26][CH:27]=3)=[CH:11]2)(=[O:8])=[O:9])[CH:2]=[CH:3][CH:4]=[CH:5][CH:6]=1, predict the reactants needed to synthesize it. The reactants are: [C:1]1([S:7]([N:10]2[C:14]3=[N:15][CH:16]=[C:17]([CH:19]=[C:20]([CH3:22])[CH3:21])[CH:18]=[C:13]3[C:12]([C:23]3[N:24]=[C:25]([CH:28]4[CH2:33][CH2:32][N:31]([CH3:34])[CH2:30][CH2:29]4)[S:26][CH:27]=3)=[CH:11]2)(=[O:9])=[O:8])[CH:6]=[CH:5][CH:4]=[CH:3][CH:2]=1. (3) Given the product [CH2:1]([O:3][C:4](=[O:29])[C@H:5]([CH2:20][S:21][CH2:22][C:23]1[CH:24]=[CH:25][CH:26]=[CH:27][CH:28]=1)[NH:6][C:7](=[O:19])[C:8]([NH:11][C:12](=[O:14])[C@@H:22]([SH:21])[CH:23]([CH3:28])[CH3:24])([CH3:9])[CH3:10])[CH3:2], predict the reactants needed to synthesize it. The reactants are: [CH2:1]([O:3][C:4](=[O:29])[C@H:5]([CH2:20][S:21][CH2:22][C:23]1[CH:28]=[CH:27][CH:26]=[CH:25][CH:24]=1)[NH:6][C:7](=[O:19])[C:8]([NH:11][C:12]([O:14]C(C)(C)C)=O)([CH3:10])[CH3:9])[CH3:2].[OH-].[Na+].Cl.